This data is from Reaction yield outcomes from USPTO patents with 853,638 reactions. The task is: Predict the reaction yield, written as a fraction of the theoretical maximum amount of product (1.0 means a 100% yield; for example, 0.34 means a 34% yield). The reactants are [CH3:1][O:2][C:3](=[O:13])[C:4]([CH3:12])([CH3:11])[CH2:5][O:6][Si](C)(C)C.[O:14]1[CH2:18][CH2:17][C:16](=O)[CH2:15]1.C([SiH](CC)CC)C.C([O-])(O)=O.[Na+]. The catalyst is [N+](C)([O-])=O. The product is [CH3:1][O:2][C:3](=[O:13])[C:4]([CH3:12])([CH3:11])[CH2:5][O:6][CH:16]1[CH2:17][CH2:18][O:14][CH2:15]1. The yield is 0.750.